Dataset: Forward reaction prediction with 1.9M reactions from USPTO patents (1976-2016). Task: Predict the product of the given reaction. (1) The product is: [C:31]([O:35][C:36](=[O:44])[C:37]1[CH:42]=[CH:41][CH:40]=[CH:39][CH:38]=1)([CH3:34])([CH3:32])[CH3:33]. Given the reactants Cl.N1CC[C@H](OC2C=CC(NC(C3N(CC)C4C(C=3)=C(OCC)C=CC=4)=O)=CC=2)C1.[C:31]([O:35][C:36](=[O:44])[C:37]1[CH:42]=[CH:41][C:40](Br)=[CH:39][CH:38]=1)([CH3:34])([CH3:33])[CH3:32].C(C1C=C(C(C)C)C=C(C(C)C)C=1C1C=CC=CC=1P(C1CCCCC1)C1CCCCC1)(C)C.CC(C)([O-])C.[Na+], predict the reaction product. (2) Given the reactants [CH3:1][C:2]1[CH:3]=[C:4]([CH:7]=[C:8]([CH3:10])[CH:9]=1)[CH:5]=O.[C@@H:11]1([NH2:21])[C:20]2[C:15](=[CH:16][CH:17]=[CH:18][CH:19]=2)[CH2:14][CH2:13][CH2:12]1, predict the reaction product. The product is: [CH3:1][C:2]1[CH:3]=[C:4]([CH:7]=[C:8]([CH3:10])[CH:9]=1)[CH2:5][NH:21][C@@H:11]1[C:20]2[C:15](=[CH:16][CH:17]=[CH:18][CH:19]=2)[CH2:14][CH2:13][CH2:12]1.